Dataset: Catalyst prediction with 721,799 reactions and 888 catalyst types from USPTO. Task: Predict which catalyst facilitates the given reaction. (1) Reactant: [CH3:1][C:2]1([CH3:19])[CH2:7][CH2:6][CH2:5][C:4]([N:13]2[CH2:18][CH2:17][O:16][CH2:15][CH2:14]2)([C:8](OCC)=[O:9])[CH2:3]1.[H-].[Al+3].[Li+].[H-].[H-].[H-]. Product: [CH3:1][C:2]1([CH3:19])[CH2:7][CH2:6][CH2:5][C:4]([CH2:8][OH:9])([N:13]2[CH2:18][CH2:17][O:16][CH2:15][CH2:14]2)[CH2:3]1. The catalyst class is: 7. (2) Reactant: O.[F:2][C:3]([F:26])([F:25])[O:4][C:5]1[CH:24]=[CH:23][C:8]([O:9][CH:10]2[CH2:15][CH2:14][N:13](C(OC(C)(C)C)=O)[CH2:12][CH2:11]2)=[CH:7][CH:6]=1.Cl.[OH-].[Na+]. Product: [F:26][C:3]([F:2])([F:25])[O:4][C:5]1[CH:24]=[CH:23][C:8]([O:9][CH:10]2[CH2:11][CH2:12][NH:13][CH2:14][CH2:15]2)=[CH:7][CH:6]=1. The catalyst class is: 11.